This data is from Forward reaction prediction with 1.9M reactions from USPTO patents (1976-2016). The task is: Predict the product of the given reaction. Given the reactants [Br:1][C:2]1[CH:7]=[C:6]([NH:8]S(C)(=O)=O)[C:5](I)=[CH:4][N:3]=1.[C:14]([C:16]1[CH:17]=[N:18][NH:19][CH:20]=1)#[CH:15].C(N(CC)CC)C.C1CCN2C(=NCCC2)CC1, predict the reaction product. The product is: [Br:1][C:2]1[N:3]=[CH:4][C:5]2[CH:15]=[C:14]([C:16]3[CH:17]=[N:18][NH:19][CH:20]=3)[NH:8][C:6]=2[CH:7]=1.